From a dataset of Reaction yield outcomes from USPTO patents with 853,638 reactions. Predict the reaction yield, written as a fraction of the theoretical maximum amount of product (1.0 means a 100% yield; for example, 0.34 means a 34% yield). The reactants are Cl.[OH:2][CH2:3][C@H:4]([CH3:32])[O:5][C:6]1[CH:7]=[C:8]([CH:18]=[C:19]([O:21][C:22]2[CH:27]=[CH:26][C:25]([S:28]([CH3:31])(=[O:30])=[O:29])=[CH:24][CH:23]=2)[CH:20]=1)[C:9]([NH:11][C:12]1[CH:16]=[CH:15][N:14]([CH3:17])[N:13]=1)=[O:10].C(=O)([O-])O.[Na+]. The catalyst is C(OCC)(=O)C. The product is [OH:2][CH2:3][C@H:4]([CH3:32])[O:5][C:6]1[CH:7]=[C:8]([CH:18]=[C:19]([O:21][C:22]2[CH:27]=[CH:26][C:25]([S:28]([CH3:31])(=[O:29])=[O:30])=[CH:24][CH:23]=2)[CH:20]=1)[C:9]([NH:11][C:12]1[CH:16]=[CH:15][N:14]([CH3:17])[N:13]=1)=[O:10]. The yield is 0.820.